The task is: Predict the product of the given reaction.. This data is from Forward reaction prediction with 1.9M reactions from USPTO patents (1976-2016). (1) Given the reactants [Br:1]Br.[NH2:3][C:4]1[CH:9]=[CH:8][C:7]([NH:10][C:11](=[O:17])[O:12][C:13]([CH3:16])([CH3:15])[CH3:14])=[C:6]([C:18]#[N:19])[CH:5]=1, predict the reaction product. The product is: [NH2:3][C:4]1[CH:9]=[CH:8][C:7]([NH:10][C:11](=[O:17])[O:12][C:13]([CH3:14])([CH3:15])[CH3:16])=[C:6]([C:18]#[N:19])[C:5]=1[Br:1]. (2) Given the reactants [CH:1]1([N:6]2[CH2:11][CH2:10][CH:9]([O:12][C:13]3[CH:18]=[CH:17][C:16]([N:19]4[CH:23]=[C:22]([C:24]([NH:26][CH2:27][CH2:28][CH2:29][C:30]([O:32]C(C)(C)C)=[O:31])=[O:25])[CH:21]=[N:20]4)=[CH:15][CH:14]=3)[CH2:8][CH2:7]2)[CH2:5][CH2:4][CH2:3][CH2:2]1.[ClH:37], predict the reaction product. The product is: [ClH:37].[CH:1]1([N:6]2[CH2:7][CH2:8][CH:9]([O:12][C:13]3[CH:18]=[CH:17][C:16]([N:19]4[CH:23]=[C:22]([C:24]([NH:26][CH2:27][CH2:28][CH2:29][C:30]([OH:32])=[O:31])=[O:25])[CH:21]=[N:20]4)=[CH:15][CH:14]=3)[CH2:10][CH2:11]2)[CH2:2][CH2:3][CH2:4][CH2:5]1. (3) Given the reactants [C:1]([C:3]1[C:8]([F:9])=[CH:7][CH:6]=[CH:5][C:4]=1[N:10]([CH3:15])[S:11]([CH3:14])(=[O:13])=[O:12])#[N:2].Cl.[CH3:17][NH:18][OH:19].C(=O)([O-])[O-].[Na+].[Na+].[C:26]([C:33]([O:35][CH2:36][CH3:37])=[O:34])#[C:27][C:28]([O:30][CH2:31][CH3:32])=[O:29], predict the reaction product. The product is: [CH2:36]([O:35][C:33]([C:26]1([CH2:27][C:28]([O:30][CH2:31][CH3:32])=[O:29])[O:19][N:18]([CH3:17])[C:1]([C:3]2[C:4]([N:10]([S:11]([CH3:14])(=[O:13])=[O:12])[CH3:15])=[CH:5][CH:6]=[CH:7][C:8]=2[F:9])=[N:2]1)=[O:34])[CH3:37]. (4) Given the reactants [I:1]I.O[CH:4]1[CH2:9][CH2:8][N:7]([C:10]([O:12][CH2:13][C:14]2[CH:19]=[CH:18][CH:17]=[CH:16][CH:15]=2)=[O:11])[CH2:6][CH2:5]1.N1C=CN=C1.C1(P(C2C=CC=CC=2)C2C=CC=CC=2)C=CC=CC=1, predict the reaction product. The product is: [I:1][CH:4]1[CH2:9][CH2:8][N:7]([C:10]([O:12][CH2:13][C:14]2[CH:19]=[CH:18][CH:17]=[CH:16][CH:15]=2)=[O:11])[CH2:6][CH2:5]1.